Dataset: Peptide-MHC class I binding affinity with 185,985 pairs from IEDB/IMGT. Task: Regression. Given a peptide amino acid sequence and an MHC pseudo amino acid sequence, predict their binding affinity value. This is MHC class I binding data. (1) The peptide sequence is DGFLDIWTY. The MHC is Mamu-A02 with pseudo-sequence Mamu-A02. The binding affinity (normalized) is 0.282. (2) The peptide sequence is MVIFRLMRT. The MHC is HLA-A02:01 with pseudo-sequence HLA-A02:01. The binding affinity (normalized) is 0.430. (3) The peptide sequence is SPGAAGYDL. The MHC is H-2-Dd with pseudo-sequence H-2-Dd. The binding affinity (normalized) is 0.157. (4) The peptide sequence is IEELREHLL. The MHC is HLA-A33:01 with pseudo-sequence HLA-A33:01. The binding affinity (normalized) is 0.0692.